From a dataset of Reaction yield outcomes from USPTO patents with 853,638 reactions. Predict the reaction yield, written as a fraction of the theoretical maximum amount of product (1.0 means a 100% yield; for example, 0.34 means a 34% yield). The reactants are [CH3:1][O:2][C:3]1[N:8]=[CH:7][C:6]([C:9]2[CH:10]=[C:11]3[C:15](=[CH:16][CH:17]=2)[NH:14][C:13](=[O:18])[CH2:12]3)=[C:5]([CH3:19])[CH:4]=1.[H-].[Na+].C1C=CC(N([S:29]([C:32]([F:35])([F:34])[F:33])(=[O:31])=[O:30])[S:29]([C:32]([F:35])([F:34])[F:33])(=[O:31])=[O:30])=CC=1. The catalyst is CN(C=O)C. The product is [F:33][C:32]([F:35])([F:34])[S:29]([O:18][C:13]1[N:14]([S:29]([C:32]([F:33])([F:34])[F:35])(=[O:30])=[O:31])[C:15]2[C:11]([CH:12]=1)=[CH:10][C:9]([C:6]1[CH:7]=[N:8][C:3]([O:2][CH3:1])=[CH:4][C:5]=1[CH3:19])=[CH:17][CH:16]=2)(=[O:31])=[O:30]. The yield is 0.120.